The task is: Predict the product of the given reaction.. This data is from Forward reaction prediction with 1.9M reactions from USPTO patents (1976-2016). (1) Given the reactants C(=O)([O-])O[CH2:3][CH:4]=[CH:5][C:6]1[CH:11]=[CH:10][CH:9]=[CH:8][CH:7]=1.[Br:14][C:15]1[CH:21]=[CH:20][CH:19]=[CH:18][C:16]=1[NH2:17], predict the reaction product. The product is: [C:4]([CH:5]([C:6]1[CH:11]=[CH:10][CH:9]=[CH:8][CH:7]=1)[NH:17][C:16]1[CH:18]=[CH:19][CH:20]=[CH:21][C:15]=1[Br:14])#[CH:3]. (2) The product is: [F:1][C:2]1[CH:7]=[C:6]([F:8])[CH:5]=[CH:4][C:3]=1[C:9]1[C:10]2[CH:21]=[C:20]([C:22]([OH:24])=[O:23])[S:19][C:11]=2[N:12]([CH:14]([CH:16]([OH:18])[CH3:17])[CH3:15])[N:13]=1.[Cl-:29].[Na+:28]. Given the reactants [F:1][C:2]1[CH:7]=[C:6]([F:8])[CH:5]=[CH:4][C:3]=1[C:9]1[C:10]2[CH:21]=[C:20]([C:22]([O:24]CC)=[O:23])[S:19][C:11]=2[N:12]([CH:14]([CH:16]([OH:18])[CH3:17])[CH3:15])[N:13]=1.[OH-].[Na+:28].[ClH:29], predict the reaction product.